This data is from Reaction yield outcomes from USPTO patents with 853,638 reactions. The task is: Predict the reaction yield, written as a fraction of the theoretical maximum amount of product (1.0 means a 100% yield; for example, 0.34 means a 34% yield). (1) The product is [NH2:36][C:32]1[N:31]=[CH:30][N:29]=[C:28]2[C:33]=1[N:34]=[CH:35][N:27]2[C@H:19]1[C@@H:20]2[O:21][C:22]([CH3:26])([CH3:25])[O:23][C@@H:24]2[C@@H:17]([CH2:16][N:14]([CH3:15])[CH2:13][CH2:12][C@@H:11]([NH2:10])[CH:37]([CH3:38])[CH3:39])[O:18]1. The reactants are C(OC(=O)[NH:10][C@@H:11]([CH:37]([CH3:39])[CH3:38])[CH2:12][CH2:13][N:14]([CH2:16][C@@H:17]1[C@@H:24]2[C@@H:20]([O:21][C:22]([CH3:26])([CH3:25])[O:23]2)[C@H:19]([N:27]2[CH:35]=[N:34][C:33]3[C:28]2=[N:29][CH:30]=[N:31][C:32]=3[NH2:36])[O:18]1)[CH3:15])C1C=CC=CC=1. The yield is 0.710. The catalyst is CO.[OH-].[OH-].[Pd+2]. (2) The reactants are [CH:1](NC(C)C)(C)C.[Li]CCCC.[Cl:13][C:14]1[CH:15]=[C:16]([C:20]2[O:24][N:23]=[C:22]([C@H:25]([O:27][C:28]3[N:29]([CH3:39])[C:30]([C:33]4[CH:38]=[CH:37][N:36]=[CH:35][CH:34]=4)=[N:31][N:32]=3)[CH3:26])[N:21]=2)[CH:17]=[CH:18][CH:19]=1.CI.[NH4+].[Cl-]. The catalyst is C1COCC1. The product is [Cl:13][C:14]1[CH:15]=[C:16]([C:20]2[O:24][N:23]=[C:22]([C:25]([CH3:1])([O:27][C:28]3[N:29]([CH3:39])[C:30]([C:33]4[CH:34]=[CH:35][N:36]=[CH:37][CH:38]=4)=[N:31][N:32]=3)[CH3:26])[N:21]=2)[CH:17]=[CH:18][CH:19]=1. The yield is 0.200. (3) The product is [C:9]1([C:2]2[N:7]=[N:6][C:5]([NH2:8])=[CH:4][CH:3]=2)[CH:14]=[CH:13][CH:12]=[CH:11][CH:10]=1. The catalyst is O1CCOCC1.O.C1C=CC(/C=C/C(/C=C/C2C=CC=CC=2)=O)=CC=1.C1C=CC(/C=C/C(/C=C/C2C=CC=CC=2)=O)=CC=1.C1C=CC(/C=C/C(/C=C/C2C=CC=CC=2)=O)=CC=1.[Pd].[Pd]. The yield is 0.780. The reactants are Cl[C:2]1[N:7]=[N:6][C:5]([NH2:8])=[CH:4][CH:3]=1.[C:9]1(B(O)O)[CH:14]=[CH:13][CH:12]=[CH:11][CH:10]=1.CC(C1C=C(C(C)C)C(C2C=CC=CC=2P(C2CCCCC2)C2CCCCC2)=C(C(C)C)C=1)C.C([O-])([O-])=O.[Na+].[Na+]. (4) The reactants are [Cl:1][C:2]1[N:3]=[C:4]([C:9]([OH:11])=O)[NH:5][C:6]=1[CH2:7][CH3:8].S(Cl)(Cl)=O.[NH2:16][C:17]1[CH:22]=[CH:21][C:20]([C:23]2[O:24][C:25]([CH3:32])=[C:26]([C:28]([O:30][CH3:31])=[O:29])[N:27]=2)=[CH:19][C:18]=1[CH3:33]. The catalyst is N1C=CC=CC=1. The product is [CH3:31][O:30][C:28]([C:26]1[N:27]=[C:23]([C:20]2[CH:21]=[CH:22][C:17]([NH:16][C:9]([C:4]3[NH:5][C:6]([CH2:7][CH3:8])=[C:2]([Cl:1])[N:3]=3)=[O:11])=[C:18]([CH3:33])[CH:19]=2)[O:24][C:25]=1[CH3:32])=[O:29]. The yield is 0.770. (5) The reactants are CN(C)C=O.C(=O)([O-])[O-].[K+].[K+].I[C:13]1[C:18]([O:19][C:20]2[C:29]3[C:24](=[CH:25][C:26]([O:32][CH3:33])=[C:27]([O:30][CH3:31])[CH:28]=3)[N:23]=[CH:22][CH:21]=2)=[CH:17][CH:16]=[C:15]([CH3:34])[N:14]=1.[C:35]([C:37]1[CH:38]=[C:39](B(O)O)[CH:40]=[CH:41][CH:42]=1)#[N:36]. The catalyst is O. The product is [CH3:31][O:30][C:27]1[CH:28]=[C:29]2[C:24](=[CH:25][C:26]=1[O:32][CH3:33])[N:23]=[CH:22][CH:21]=[C:20]2[O:19][C:18]1[C:13]([C:41]2[CH:42]=[C:37]([CH:38]=[CH:39][CH:40]=2)[C:35]#[N:36])=[N:14][C:15]([CH3:34])=[CH:16][CH:17]=1. The yield is 0.920. (6) The reactants are [CH3:1][N:2]1[C:7]([C:8]([F:11])([F:10])[F:9])=[CH:6][C:5](=[O:12])[N:4]([C:13]2[CH:14]=[CH:15][C:16]3[S:20][N:19]=C(C=O)[C:17]=3[CH:23]=2)[C:3]1=[O:24].[CH:25]([SH:28])([SH:27])[CH3:26].B(F)(F)F.[CH3:33][CH2:34]OCC. The catalyst is C(Cl)Cl. The product is [S:27]1[CH2:34][CH2:33][S:28][CH:25]1[C:26]1[C:17]2[CH:23]=[C:13]([N:4]3[C:5](=[O:12])[CH:6]=[C:7]([C:8]([F:9])([F:11])[F:10])[N:2]([CH3:1])[C:3]3=[O:24])[CH:14]=[CH:15][C:16]=2[S:20][N:19]=1. The yield is 0.463. (7) The reactants are [Cl:1][C:2]1[C:3]([C:30]2[C:38]3[C:33](=[CH:34][CH:35]=[CH:36][CH:37]=3)[NH:32][CH:31]=2)=[N:4][C:5]([NH:8][CH:9]2[CH2:14][CH2:13][N:12]([CH2:15][C:16]3[CH:21]=[CH:20][C:19]([NH:22][C:23](=[O:29])/[CH:24]=[CH:25]/[CH2:26][NH:27][CH3:28])=[CH:18][CH:17]=3)[CH2:11][CH2:10]2)=[N:6][CH:7]=1.Cl[CH2:40][C:41]([NH2:43])=[O:42].C([O-])([O-])=O.[K+].[K+]. The catalyst is CC#N. The product is [NH2:43][C:41](=[O:42])[CH2:40][N:27]([CH3:28])[CH2:26]/[CH:25]=[CH:24]/[C:23]([NH:22][C:19]1[CH:20]=[CH:21][C:16]([CH2:15][N:12]2[CH2:13][CH2:14][CH:9]([NH:8][C:5]3[N:4]=[C:3]([C:30]4[C:38]5[C:33](=[CH:34][CH:35]=[CH:36][CH:37]=5)[NH:32][CH:31]=4)[C:2]([Cl:1])=[CH:7][N:6]=3)[CH2:10][CH2:11]2)=[CH:17][CH:18]=1)=[O:29]. The yield is 0.150. (8) The reactants are C(O)(=O)C.[C:5]([O:8][C@H:9](/[CH:11]=[CH:12]\[C:13]([NH:15][C@@H:16]1[CH2:21][C@H:20]([CH3:22])[C@H:19]([CH2:23]/[CH:24]=[C:25](\[CH3:57])/[CH:26]=[CH:27]/[C@H:28]2[O:35][C@H:34]([CH2:36][C:37]([NH:39]/[N:40]=[C:41](/[C:43]3[CH:48]=[CH:47][C:46]([O:49][CH2:50][CH2:51][CH2:52][CH2:53][CH2:54][NH2:55])=[CH:45][CH:44]=3)\[CH3:42])=[O:38])[CH2:33][C@:30]3([O:32][CH2:31]3)[C@@H:29]2[OH:56])[O:18][C@@H:17]1[CH3:58])=[O:14])[CH3:10])(=[O:7])[CH3:6].[Br:59][CH2:60][C:61](ON1C(=O)CCC1=O)=[O:62].C(N(CC)C(C)C)(C)C.C(O[C@H](/C=C\C(N[C@@H]1C[C@H](C)[C@H](C/C=C(\C)/C=C/[C@H]2O[C@H](CNC(=O)CBr)C[C@]3(OC3)[C@@H]2O)O[C@@H]1C)=O)C)(=O)C. No catalyst specified. The product is [C:5]([O:8][C@H:9](/[CH:11]=[CH:12]\[C:13]([NH:15][C@@H:16]1[CH2:21][C@H:20]([CH3:22])[C@H:19]([CH2:23]/[CH:24]=[C:25](\[CH3:57])/[CH:26]=[CH:27]/[C@H:28]2[O:35][C@H:34]([CH2:36][C:37]([NH:39]/[N:40]=[C:41](/[C:43]3[CH:44]=[CH:45][C:46]([O:49][CH2:50][CH2:51][CH2:52][CH2:53][CH2:54][NH:55][C:61](=[O:62])[CH2:60][Br:59])=[CH:47][CH:48]=3)\[CH3:42])=[O:38])[CH2:33][C@:30]3([O:32][CH2:31]3)[C@@H:29]2[OH:56])[O:18][C@@H:17]1[CH3:58])=[O:14])[CH3:10])(=[O:7])[CH3:6]. The yield is 0.460. (9) The reactants are [CH2:1]([O:3][C:4]([C@H:6]1[CH2:11][CH2:10][C@H:9]([NH:12][C:13]2[C:18]([N+:19]([O-])=O)=[CH:17][N:16]=[C:15]3[N:22]([S:25]([C:28]4[CH:33]=[CH:32][CH:31]=[CH:30][CH:29]=4)(=[O:27])=[O:26])[CH:23]=[CH:24][C:14]=23)[CH2:8][CH2:7]1)=[O:5])[CH3:2]. The catalyst is C(O)(=O)C.[OH-].[Pd+2].[OH-]. The product is [CH2:1]([O:3][C:4]([C@H:6]1[CH2:11][CH2:10][C@H:9]([NH:12][C:13]2[C:18]([NH2:19])=[CH:17][N:16]=[C:15]3[N:22]([S:25]([C:28]4[CH:29]=[CH:30][CH:31]=[CH:32][CH:33]=4)(=[O:27])=[O:26])[CH:23]=[CH:24][C:14]=23)[CH2:8][CH2:7]1)=[O:5])[CH3:2]. The yield is 0.830.